Predict which catalyst facilitates the given reaction. From a dataset of Catalyst prediction with 721,799 reactions and 888 catalyst types from USPTO. Reactant: [NH2:1][C:2]1[S:3][C:4]2[N:5]=[C:6]([N:11]([CH3:32])[C:12]3[CH:13]=[C:14]([NH:18][C:19](=[O:31])[C:20]4[CH:25]=[CH:24][CH:23]=[C:22]([C:26]([C:29]#[N:30])([CH3:28])[CH3:27])[CH:21]=4)[CH:15]=[CH:16][CH:17]=3)[N:7]=[CH:8][C:9]=2[N:10]=1.Cl.[N:34]1[CH:39]=[CH:38][CH:37]=[C:36]([C:40](Cl)=[O:41])[CH:35]=1.C(=O)([O-])O.[Na+]. Product: [C:29]([C:26]([C:22]1[CH:21]=[C:20]([C:19]([NH:18][C:14]2[CH:13]=[C:12]([N:11]([CH3:32])[C:6]3[N:7]=[CH:8][C:9]4[N:10]=[C:2]([NH:1][C:40]([C:36]5[CH:35]=[N:34][CH:39]=[CH:38][CH:37]=5)=[O:41])[S:3][C:4]=4[N:5]=3)[CH:17]=[CH:16][CH:15]=2)=[O:31])[CH:25]=[CH:24][CH:23]=1)([CH3:27])[CH3:28])#[N:30]. The catalyst class is: 17.